Dataset: Full USPTO retrosynthesis dataset with 1.9M reactions from patents (1976-2016). Task: Predict the reactants needed to synthesize the given product. (1) Given the product [N:16]1([C:21]2[C:26]([NH:27][CH:28]([CH3:29])[CH3:2])=[CH:25][CH:24]=[CH:23][N:22]=2)[CH2:15][CH2:20][NH:19][CH2:18][CH2:17]1, predict the reactants needed to synthesize it. The reactants are: F[C:2](F)(F)C(O)=O.C([CH:15]1[CH2:20][NH:19][CH2:18][CH2:17][N:16]1[C:21]1[C:26]([NH:27][CH2:28][CH2:29]C)=[CH:25][CH:24]=[CH:23][N:22]=1)(OC(C)(C)C)=O.C([O-])([O-])=O.[K+].[K+].O. (2) The reactants are: CCN(C(C)C)C(C)C.[C:10]1([C:16]2[NH:20][N:19]=[C:18]([C:21]([NH:23][CH2:24][C:25]([OH:27])=O)=[O:22])[CH:17]=2)[CH:15]=[CH:14][CH:13]=[CH:12][CH:11]=1.C1C=CC2N(O)N=NC=2C=1.CCN=C=NCCCN(C)C.Cl.Cl.NCC([N:55]1[CH2:60][CH2:59][CH:58]([O:61][C:62]2[CH:67]=[CH:66][N:65]=[CH:64][CH:63]=2)[CH2:57][CH2:56]1)=O. Given the product [O:27]=[C:25]([N:65]1[CH2:66][CH2:67][CH:62]([O:61][C:58]2[CH:59]=[CH:60][N:55]=[CH:56][CH:57]=2)[CH2:63][CH2:64]1)[CH2:24][NH:23][C:21]([C:18]1[CH:17]=[C:16]([C:10]2[CH:11]=[CH:12][CH:13]=[CH:14][CH:15]=2)[NH:20][N:19]=1)=[O:22], predict the reactants needed to synthesize it. (3) Given the product [F:18][C:2]([F:1])([F:17])[C:3]([C:5]1[C:13]2[C:8](=[CH:9][CH:10]=[CH:11][CH:12]=2)[N:7]([CH2:14][C:15]#[C:16][C:21]2[CH:20]=[CH:19][C:24]([I:25])=[CH:23][CH:22]=2)[CH:6]=1)=[O:4], predict the reactants needed to synthesize it. The reactants are: [F:1][C:2]([F:18])([F:17])[C:3]([C:5]1[C:13]2[C:8](=[CH:9][CH:10]=[CH:11][CH:12]=2)[N:7]([CH2:14][C:15]#[CH:16])[CH:6]=1)=[O:4].[CH:19]1[C:24]([I:25])=[CH:23][CH:22]=[C:21](I)[CH:20]=1. (4) Given the product [C:26]([Si:23]([CH3:24])([CH3:25])[O:22][CH2:21][C:20]([N:12]1[C:13]2[C:18]([F:19])=[CH:17][N:16]=[CH:15][C:14]=2[C:10]([C:8]([C:4]2[CH:3]=[C:2]([NH:1][C:39](=[O:40])[CH2:38][N:37]3[C:33]([CH3:32])=[CH:34][C:35]([C:42]([F:45])([F:44])[F:43])=[N:36]3)[CH:7]=[N:6][CH:5]=2)=[O:9])=[CH:11]1)([CH3:31])[CH3:30])([CH3:29])([CH3:28])[CH3:27], predict the reactants needed to synthesize it. The reactants are: [NH2:1][C:2]1[CH:3]=[C:4]([C:8]([C:10]2[C:14]3[CH:15]=[N:16][CH:17]=[C:18]([F:19])[C:13]=3[N:12]([C:20]([CH3:31])([CH3:30])[CH2:21][O:22][Si:23]([C:26]([CH3:29])([CH3:28])[CH3:27])([CH3:25])[CH3:24])[CH:11]=2)=[O:9])[CH:5]=[N:6][CH:7]=1.[CH3:32][C:33]1[N:37]([CH2:38][C:39](O)=[O:40])[N:36]=[C:35]([C:42]([F:45])([F:44])[F:43])[CH:34]=1.CCN(C(C)C)C(C)C.C(P1(=O)OP(CCC)(=O)OP(CCC)(=O)O1)CC. (5) Given the product [CH2:1]([O:3][C:4](=[O:22])[CH2:5][C:6]1[N:11]=[C:10]2[S:12][CH:13]=[C:14]([C:15]3[CH:16]=[CH:17][CH:18]=[CH:19][CH:20]=3)[C:9]2=[C:8]([O:21][S:31]([C:30]([F:43])([F:42])[F:29])(=[O:33])=[O:32])[CH:7]=1)[CH3:2], predict the reactants needed to synthesize it. The reactants are: [CH2:1]([O:3][C:4](=[O:22])[CH2:5][C:6]1[NH:11][C:10]2[S:12][CH:13]=[C:14]([C:15]3[CH:20]=[CH:19][CH:18]=[CH:17][CH:16]=3)[C:9]=2[C:8](=[O:21])[CH:7]=1)[CH3:2].N1C=CC=CC=1.[F:29][C:30]([F:43])([F:42])[S:31](O[S:31]([C:30]([F:43])([F:42])[F:29])(=[O:33])=[O:32])(=[O:33])=[O:32].